From a dataset of Reaction yield outcomes from USPTO patents with 853,638 reactions. Predict the reaction yield, written as a fraction of the theoretical maximum amount of product (1.0 means a 100% yield; for example, 0.34 means a 34% yield). (1) The reactants are [CH3:1][O:2][C:3]([C:5]1[CH:6]=[C:7]2[C:11](=[CH:12][CH:13]=1)[NH:10][CH:9]=[C:8]2[CH2:14][C:15]#[N:16])=[O:4].[C:17](O[C:17]([O:19][C:20]([CH3:23])([CH3:22])[CH3:21])=[O:18])([O:19][C:20]([CH3:23])([CH3:22])[CH3:21])=[O:18]. The catalyst is ClCCl.CN(C)C1C=CN=CC=1. The product is [CH3:1][O:2][C:3]([C:5]1[CH:6]=[C:7]2[C:11](=[CH:12][CH:13]=1)[N:10]([C:17]([O:19][C:20]([CH3:23])([CH3:22])[CH3:21])=[O:18])[CH:9]=[C:8]2[CH2:14][C:15]#[N:16])=[O:4]. The yield is 0.720. (2) The reactants are [H-].[Na+].[CH3:3][O:4][CH:5]([C:14]1[CH:19]=[CH:18][C:17]([O:20][CH3:21])=[CH:16][CH:15]=1)[CH2:6][CH:7]=[CH:8][CH:9]=[CH:10][C:11](O)=[O:12].C(Cl)(=O)C([Cl:25])=O. The catalyst is C1C=CC=CC=1. The product is [CH3:3][O:4][CH:5]([C:14]1[CH:19]=[CH:18][C:17]([O:20][CH3:21])=[CH:16][CH:15]=1)[CH2:6][CH:7]=[CH:8][CH:9]=[CH:10][C:11]([Cl:25])=[O:12]. The yield is 0.930. (3) The reactants are [Cl:1][C:2]1[CH:7]=[CH:6][N:5]=[C:4]2[CH:8]=[C:9]([C:11]([OH:13])=O)[S:10][C:3]=12.[CH3:14][N:15]([C@@H:23]1[CH2:27][CH2:26][NH:25][CH2:24]1)[C:16](=[O:22])[O:17][C:18]([CH3:21])([CH3:20])[CH3:19].CCN(CC)CC. The catalyst is O=S(Cl)Cl. The product is [Cl:1][C:2]1[CH:7]=[CH:6][N:5]=[C:4]2[CH:8]=[C:9]([C:11]([N:25]3[CH2:26][CH2:27][C@@H:23]([N:15]([CH3:14])[C:16](=[O:22])[O:17][C:18]([CH3:19])([CH3:20])[CH3:21])[CH2:24]3)=[O:13])[S:10][C:3]=12. The yield is 0.00300. (4) The reactants are [Br:1][C:2]1[C:3](F)=[C:4]2[C:10]([NH:11][C:12](=[O:20])[CH2:13][C:14]3[CH:19]=[CH:18][CH:17]=[CH:16][CH:15]=3)=[CH:9][NH:8][C:5]2=[N:6][CH:7]=1.[NH:22]1[CH2:27][CH2:26][CH2:25][C@@H:24]([NH:28][C:29](=[O:35])[O:30][C:31]([CH3:34])([CH3:33])[CH3:32])[CH2:23]1. The catalyst is C(O)(CC)C. The product is [Br:1][C:2]1[C:3]([N:22]2[CH2:27][CH2:26][CH2:25][C@@H:24]([NH:28][C:29](=[O:35])[O:30][C:31]([CH3:33])([CH3:32])[CH3:34])[CH2:23]2)=[C:4]2[C:10]([NH:11][C:12](=[O:20])[CH2:13][C:14]3[CH:19]=[CH:18][CH:17]=[CH:16][CH:15]=3)=[CH:9][NH:8][C:5]2=[N:6][CH:7]=1. The yield is 0.700. (5) The reactants are [CH:1]1[C:10]2[C:5](=[CH:6][CH:7]=[CH:8][CH:9]=2)[CH:4]=[CH:3][C:2]=1[CH2:11][C:12]#[N:13].B.C1COCC1.Cl.C(O)(=O)C(O)=O. The catalyst is O1CCCC1.CO.C(OCC)C. The product is [CH:1]1[C:10]2[C:5](=[CH:6][CH:7]=[CH:8][CH:9]=2)[CH:4]=[CH:3][C:2]=1[CH2:11][CH2:12][NH2:13]. The yield is 0.850. (6) No catalyst specified. The yield is 0.920. The reactants are [CH2:1]([O:3][C:4]1[CH:25]=[CH:24][C:7]([CH2:8][N:9]([C:16]2[CH:21]=[CH:20][C:19]([S:22][CH3:23])=[CH:18][CH:17]=2)[CH2:10][C:11]2[CH:15]=[CH:14][S:13][CH:12]=2)=[CH:6][CH:5]=1)[CH3:2].OOS([O-])=O.[K+].[OH2:32].C[OH:34]. The product is [CH2:1]([O:3][C:4]1[CH:25]=[CH:24][C:7]([CH2:8][N:9]([C:16]2[CH:17]=[CH:18][C:19]([S:22]([CH3:23])(=[O:34])=[O:32])=[CH:20][CH:21]=2)[CH2:10][C:11]2[CH:15]=[CH:14][S:13][CH:12]=2)=[CH:6][CH:5]=1)[CH3:2]. (7) The reactants are [Br:1][C:2]1[CH:3]=[C:4]2[C:9](=[CH:10][CH:11]=1)[N:8]=[CH:7][C:6]([C:12]([CH:14]1[CH2:16][CH2:15]1)=[O:13])=[C:5]2Cl.[NH2:18][C:19]1[CH:20]=[CH:21][C:22]([N:25]2[CH2:29][CH2:28][CH:27]([NH:30][C:31](=[O:37])[O:32][C:33]([CH3:36])([CH3:35])[CH3:34])[CH2:26]2)=[N:23][CH:24]=1. No catalyst specified. The product is [Br:1][C:2]1[CH:3]=[C:4]2[C:9](=[CH:10][CH:11]=1)[N:8]=[CH:7][C:6]([C:12]([CH:14]1[CH2:16][CH2:15]1)=[O:13])=[C:5]2[NH:18][C:19]1[CH:20]=[CH:21][C:22]([N:25]2[CH2:29][CH2:28][CH:27]([NH:30][C:31](=[O:37])[O:32][C:33]([CH3:35])([CH3:34])[CH3:36])[CH2:26]2)=[N:23][CH:24]=1. The yield is 0.880.